From a dataset of Forward reaction prediction with 1.9M reactions from USPTO patents (1976-2016). Predict the product of the given reaction. (1) Given the reactants [CH3:1][O:2][C:3](=[O:26])[CH:4]([C:6]1[N:7]([CH3:25])[C:8](=[O:24])[C:9]2[C:14]([C:15]=1[C:16]1[CH:21]=[CH:20][C:19]([F:22])=[C:18]([F:23])[CH:17]=1)=[CH:13][CH:12]=[CH:11][CH:10]=2)[OH:5].C([O-])(O)=O.[Na+], predict the reaction product. The product is: [CH3:1][O:2][C:3](=[O:26])[CH:4]([O:5][C:9]([CH3:14])([CH3:10])[CH3:8])[C:6]1[N:7]([CH3:25])[C:8](=[O:24])[C:9]2[C:14]([C:15]=1[C:16]1[CH:21]=[CH:20][C:19]([F:22])=[C:18]([F:23])[CH:17]=1)=[CH:13][CH:12]=[CH:11][CH:10]=2. (2) Given the reactants [OH:1][CH2:2][CH2:3][N:4]1[CH2:9][CH2:8][N:7]([C:10]([C:12]2[S:13][C:14]([N+:17]([O-])=O)=[CH:15][CH:16]=2)=[O:11])[CH2:6][CH2:5]1.[N+](C1SC(C(O)=O)=CC=1)([O-])=O.N1(CCO)CCNCC1.CCN=C=NCCCN(C)C.C1C=CC2N(O)N=NC=2C=1.CN1CCOCC1, predict the reaction product. The product is: [NH2:17][C:14]1[S:13][C:12]([C:10]([N:7]2[CH2:8][CH2:9][N:4]([CH2:3][CH2:2][OH:1])[CH2:5][CH2:6]2)=[O:11])=[CH:16][CH:15]=1. (3) Given the reactants [CH:1]1([CH2:7][C:8]2[N:9]=[N:10][N:11]([C@@H:13]3[C@H:17]4[O:18][CH2:19][C@H:20]([NH2:21])[C@H:16]4[O:15][CH2:14]3)[CH:12]=2)[CH2:6][CH2:5][CH2:4][CH2:3][CH2:2]1.[CH3:22][N:23]1[CH:27]=[CH:26][C:25]([C:28](O)=[O:29])=[CH:24]1, predict the reaction product. The product is: [CH:1]1([CH2:7][C:8]2[N:9]=[N:10][N:11]([C@@H:13]3[C@H:17]4[O:18][CH2:19][C@H:20]([NH:21][C:28]([C:25]5[CH:26]=[CH:27][N:23]([CH3:22])[CH:24]=5)=[O:29])[C@H:16]4[O:15][CH2:14]3)[CH:12]=2)[CH2:2][CH2:3][CH2:4][CH2:5][CH2:6]1. (4) Given the reactants I[C:2]1[CH:7]=[CH:6][C:5]([C:8]([F:11])([F:10])[F:9])=[CH:4][CH:3]=1.[Li]CCCC.[CH2:17]([N:24]1[CH2:29][CH2:28][C:27](=O)[CH2:26][CH2:25]1)[C:18]1[CH:23]=[CH:22][CH:21]=[CH:20][CH:19]=1.C(=O)(O)[O-].[Na+], predict the reaction product. The product is: [CH2:17]([N:24]1[CH2:25][CH:26]=[C:27]([C:2]2[CH:7]=[CH:6][C:5]([C:8]([F:11])([F:10])[F:9])=[CH:4][CH:3]=2)[CH2:28][CH2:29]1)[C:18]1[CH:23]=[CH:22][CH:21]=[CH:20][CH:19]=1. (5) Given the reactants [Cl:1][C:2]1[CH:3]=[CH:4][C:5]([C:8]([OH:10])=O)=[N:6][CH:7]=1.[Cl-].COC1N=C(OC)N=C([N+]2(C)CCOCC2)N=1.[NH2:29][C:30]1[CH:31]=[C:32]([C:36]2([CH3:46])[CH2:41][N:40]3[CH:42]=[CH:43][N:44]=[C:39]3[C:38]([NH2:45])=[N:37]2)[CH:33]=[CH:34][CH:35]=1.C([O-])([O-])=O.[Na+].[Na+], predict the reaction product. The product is: [NH2:45][C:38]1[C:39]2[N:40]([CH:42]=[CH:43][N:44]=2)[CH2:41][C:36]([C:32]2[CH:31]=[C:30]([NH:29][C:8]([C:5]3[CH:4]=[CH:3][C:2]([Cl:1])=[CH:7][N:6]=3)=[O:10])[CH:35]=[CH:34][CH:33]=2)([CH3:46])[N:37]=1. (6) Given the reactants C([O:5][C:6]([C:8]1[N:13]=[C:12]2[N:14]([C:18]3[CH:23]=[C:22]([O:24][CH2:25][C:26]4[C:31]([O:32][CH3:33])=[CH:30][CH:29]=[C:28]([F:34])[C:27]=4[F:35])[C:21]([O:36][CH3:37])=[CH:20][C:19]=3[F:38])[C:15](=[O:17])[NH:16][C:11]2=[CH:10][CH:9]=1)=[O:7])CCC.O1CCCC1.O.[OH-].[Li+].Cl, predict the reaction product. The product is: [C:6]([C:8]1[N:13]=[C:12]2[N:14]([C:18]3[CH:23]=[C:22]([O:24][CH2:25][C:26]4[C:31]([O:32][CH3:33])=[CH:30][CH:29]=[C:28]([F:34])[C:27]=4[F:35])[C:21]([O:36][CH3:37])=[CH:20][C:19]=3[F:38])[C:15](=[O:17])[NH:16][C:11]2=[CH:10][CH:9]=1)([OH:7])=[O:5].